From a dataset of Experimentally validated miRNA-target interactions with 360,000+ pairs, plus equal number of negative samples. Binary Classification. Given a miRNA mature sequence and a target amino acid sequence, predict their likelihood of interaction. (1) The miRNA is hsa-miR-5582-3p with sequence UAAAACUUUAAGUGUGCCUAGG. The protein sequence of the target gene is MHPAVFLSLPDLRCSLLLLVTWVFTPVTTEITSLDTENIDEILNNADVALVNFYADWCRFSQMLHPIFEEASDVIKEEFPNENQVVFARVDCDQHSDIAQRYRISKYPTLKLFRNGMMMKREYRGQRSVKALADYIRQQKSDPIQEIRDLAEITTLDRSKRNIIGYFEQKDSDNYRVFERVANILHDDCAFLSAFGDVSKPERYSGDNIIYKPPGHSAPDMVYLGAMTNFDVTYNWIQDKCVPLVREITFENGEELTEEGLPFLILFHMKEDTESLEIFQNEVARQLISEKGTINFLHAD.... Result: 1 (interaction). (2) The miRNA is hsa-miR-7853-5p with sequence UCAAAUGCAGAUCCUGACUUC. The protein sequence of the target gene is MPGPRPRKGPKTSGQGAETAKQLGLFVEFNPEDMLLGVDETEDDGDLEAELLALTGETASRSRKPAPKGQAPLPMAHIEKLAADCMRDVEEDEEEEGLEDDADLLTELQEVLGEDEEAGLLDGSEAASPDLCEEKTWDNTELPVEQAACQQAVPAAAQAGGPRGLQALLEERIRNYREAAASAKEAGEAAKARRCERGLKTLQSQLATVRKGGKICEDEIPPPVALGKRPPAPQERAIKNPEIDSPGPCAMEPGNLSQPESSLPAIAPLPDSDPDPQALLLARQREYKAAALDAKRAGDL.... Result: 0 (no interaction). (3) The miRNA is hsa-miR-218-5p with sequence UUGUGCUUGAUCUAACCAUGU. The protein sequence of the target gene is MPLLWLRGFLLASCWIIVRSSPTPGSEGHGSAPDCPSCALATLPKDGPNSQPEMVEAVKKHILNMLHLKKRPDVTQPVPKAALLNAIRKLHVGKVGENGYVEIEDDIGRRAEMNELMEQTSEIITFAESGTARKTLHFEISKEGSDLSVVERAEVWLFLKVPKANRTRTKVTIRLFQQQKHPQGSLDTGDEAEEMGLKGERSELLLSEKVVDARKSTWHIFPVSSSIQRLLDQGKSSLDVRIACEQCQESGASLVLLGKKKKKEVDGDGKKKDGSDGGLEEEKEQSHRPFLMLQARQSED.... Result: 0 (no interaction).